Task: Regression. Given two drug SMILES strings and cell line genomic features, predict the synergy score measuring deviation from expected non-interaction effect.. Dataset: NCI-60 drug combinations with 297,098 pairs across 59 cell lines (1) Drug 1: C1=CN(C(=O)N=C1N)C2C(C(C(O2)CO)O)O.Cl. Drug 2: CS(=O)(=O)CCNCC1=CC=C(O1)C2=CC3=C(C=C2)N=CN=C3NC4=CC(=C(C=C4)OCC5=CC(=CC=C5)F)Cl. Cell line: HOP-62. Synergy scores: CSS=56.3, Synergy_ZIP=-0.456, Synergy_Bliss=-6.14, Synergy_Loewe=-6.97, Synergy_HSA=-4.03. (2) Drug 1: CC1C(C(CC(O1)OC2CC(CC3=C2C(=C4C(=C3O)C(=O)C5=C(C4=O)C(=CC=C5)OC)O)(C(=O)CO)O)N)O.Cl. Drug 2: CC12CCC3C(C1CCC2O)C(CC4=C3C=CC(=C4)O)CCCCCCCCCS(=O)CCCC(C(F)(F)F)(F)F. Cell line: UO-31. Synergy scores: CSS=11.6, Synergy_ZIP=0.243, Synergy_Bliss=3.31, Synergy_Loewe=-0.00199, Synergy_HSA=-0.539.